Dataset: Reaction yield outcomes from USPTO patents with 853,638 reactions. Task: Predict the reaction yield, written as a fraction of the theoretical maximum amount of product (1.0 means a 100% yield; for example, 0.34 means a 34% yield). (1) The reactants are Cl[C:2]1[N:7]=[C:6]2[S:8][C:9]([NH:11][C:12]3[CH:17]=[C:16]([CH2:18][C:19]4[CH:24]=[CH:23][CH:22]=[CH:21][CH:20]=4)[N:15]=[C:14]([NH:25][C@H:26]4[CH2:31][CH2:30][C@H:29]([OH:32])[CH2:28][CH2:27]4)[N:13]=3)=[N:10][C:5]2=[CH:4][CH:3]=1.CC1(C)C(C)(C)OB([C:41]2[CH:42]=[N:43][NH:44][CH:45]=2)O1.C(=O)([O-])[O-].[Cs+].[Cs+].CC1(C)C(C)(C)OB(C2C=NN(C(OC(C)(C)C)=O)C=2)O1. The catalyst is O1CCOCC1.O.[Pd].C1(P(C2C=CC=CC=2)C2C=CC=CC=2)C=CC=CC=1.C1(P(C2C=CC=CC=2)C2C=CC=CC=2)C=CC=CC=1.C1(P(C2C=CC=CC=2)C2C=CC=CC=2)C=CC=CC=1.C1(P(C2C=CC=CC=2)C2C=CC=CC=2)C=CC=CC=1. The product is [C:19]1([CH2:18][C:16]2[CH:17]=[C:12]([NH:11][C:9]3[S:8][C:6]4[C:5]([N:10]=3)=[CH:4][CH:3]=[C:2]([C:41]3[CH:42]=[N:43][NH:44][CH:45]=3)[N:7]=4)[N:13]=[C:14]([NH:25][C@H:26]3[CH2:31][CH2:30][C@H:29]([OH:32])[CH2:28][CH2:27]3)[N:15]=2)[CH:24]=[CH:23][CH:22]=[CH:21][CH:20]=1. The yield is 0.150. (2) The reactants are [CH2:1]([O:8][C:9]([NH:11][C@H:12]([C:16]([OH:18])=O)[CH:13]([CH3:15])[CH3:14])=[O:10])[C:2]1[CH:7]=[CH:6][CH:5]=[CH:4][CH:3]=1.N1C=CC=CC=1.N1C(F)=NC(F)=NC=1[F:27].C(Cl)(Cl)Cl.CO.CC(O)=O. The catalyst is C(Cl)Cl. The product is [CH2:1]([O:8][C:9]([NH:11][C@H:12]([C:16]([F:27])=[O:18])[CH:13]([CH3:15])[CH3:14])=[O:10])[C:2]1[CH:7]=[CH:6][CH:5]=[CH:4][CH:3]=1. The yield is 1.19. (3) The reactants are I[C:2]1[C:10]2[C:5](=[CH:6][CH:7]=[C:8]([NH:11][C:12](=[O:24])[CH:13]([N:19]3[CH2:23][CH2:22][CH2:21][CH2:20]3)[C:14]3[CH:18]=[CH:17][S:16][CH:15]=3)[CH:9]=2)[NH:4][N:3]=1.[O:25]1[C:29]2[CH:30]=[CH:31][C:32](B3OC(C)(C)C(C)(C)O3)=[CH:33][C:28]=2[O:27][CH2:26]1.C([O-])([O-])=O.[Na+].[Na+]. The catalyst is CCO.C1C=CC([P]([Pd]([P](C2C=CC=CC=2)(C2C=CC=CC=2)C2C=CC=CC=2)([P](C2C=CC=CC=2)(C2C=CC=CC=2)C2C=CC=CC=2)[P](C2C=CC=CC=2)(C2C=CC=CC=2)C2C=CC=CC=2)(C2C=CC=CC=2)C2C=CC=CC=2)=CC=1. The product is [O:25]1[C:29]2[CH:30]=[CH:31][C:32]([C:2]3[C:10]4[C:5](=[CH:6][CH:7]=[C:8]([NH:11][C:12](=[O:24])[CH:13]([N:19]5[CH2:23][CH2:22][CH2:21][CH2:20]5)[C:14]5[CH:18]=[CH:17][S:16][CH:15]=5)[CH:9]=4)[NH:4][N:3]=3)=[CH:33][C:28]=2[O:27][CH2:26]1. The yield is 0.440. (4) The reactants are C[O:2][C:3](=[O:14])[C:4]1[CH:9]=[CH:8][CH:7]=[C:6]([C:10](=[NH:13])[NH:11][OH:12])[CH:5]=1.C(N(C(C)C)CC)(C)C.[F:24][C:25]1[CH:33]=[CH:32][CH:31]=[CH:30][C:26]=1[C:27](Cl)=O. The catalyst is C1COCC1. The product is [F:24][C:25]1[CH:33]=[CH:32][CH:31]=[CH:30][C:26]=1[C:27]1[O:12][N:11]=[C:10]([C:6]2[CH:5]=[C:4]([CH:9]=[CH:8][CH:7]=2)[C:3]([OH:2])=[O:14])[N:13]=1. The yield is 0.830. (5) The reactants are [Cl:1][C:2]1[CH:3]=[CH:4][C:5]([NH:8][C:9]([C:11]2[CH:16]=[C:15]([O:17]C)[CH:14]=[CH:13][C:12]=2[NH:19][C:20]([C:22]2[CH:27]=[CH:26][C:25]([C:28]#[N:29])=[CH:24][CH:23]=2)=[O:21])=[O:10])=[N:6][CH:7]=1.B(Br)(Br)Br. The catalyst is C(Cl)Cl. The product is [Cl:1][C:2]1[CH:3]=[CH:4][C:5]([NH:8][C:9]([C:11]2[C:12]([NH:19][C:20]([C:22]3[CH:27]=[CH:26][C:25]([C:28]#[N:29])=[CH:24][CH:23]=3)=[O:21])=[CH:13][CH:14]=[C:15]([OH:17])[CH:16]=2)=[O:10])=[N:6][CH:7]=1. The yield is 0.900. (6) The reactants are [C:1]([C:3]1[CH:4]=[C:5]([CH2:9][N:10]2[C:15]([OH:16])=[C:14]([C:17]([NH:19][CH2:20][C:21]([O:23]CC)=[O:22])=[O:18])[C:13](=[O:26])[N:12]([CH2:27][C:28]3[CH:33]=[CH:32][CH:31]=[CH:30][CH:29]=3)[C:11]2=[O:34])[CH:6]=[CH:7][CH:8]=1)#[N:2].[OH-].[Na+]. The catalyst is CO. The product is [C:1]([C:3]1[CH:4]=[C:5]([CH2:9][N:10]2[C:15]([OH:16])=[C:14]([C:17]([NH:19][CH2:20][C:21]([OH:23])=[O:22])=[O:18])[C:13](=[O:26])[N:12]([CH2:27][C:28]3[CH:29]=[CH:30][CH:31]=[CH:32][CH:33]=3)[C:11]2=[O:34])[CH:6]=[CH:7][CH:8]=1)#[N:2]. The yield is 0.200. (7) The reactants are [NH2:1][C:2]1[CH:6]=[CH:5][NH:4][N:3]=1.[F:7][C:8]1[CH:13]=[C:12]([F:14])[CH:11]=[C:10]([F:15])[C:9]=1[CH:16]([C:22](OCC)=[O:23])[C:17](OCC)=[O:18].C(N(CCCC)CCCC)CCC. The catalyst is [OH-].[Na+]. The product is [OH:18][C:17]1[C:16]([C:9]2[C:10]([F:15])=[CH:11][C:12]([F:14])=[CH:13][C:8]=2[F:7])=[C:22]([OH:23])[N:3]2[N:4]=[CH:5][CH:6]=[C:2]2[N:1]=1. The yield is 0.930. (8) The product is [OH:1][CH:2]([CH2:8][CH2:9][CH2:10][CH2:11][CH2:12][CH2:13][CH2:14]/[CH:15]=[CH:16]\[CH2:17]/[CH:18]=[CH:19]\[CH2:20][CH2:21][CH2:22][CH2:23][CH3:24])[CH2:3][C:4]([O:6][CH3:7])=[O:5]. The yield is 0.710. The catalyst is CO. The reactants are [O:1]=[C:2]([CH2:8][CH2:9][CH2:10][CH2:11][CH2:12][CH2:13][CH2:14]/[CH:15]=[CH:16]\[CH2:17]/[CH:18]=[CH:19]\[CH2:20][CH2:21][CH2:22][CH2:23][CH3:24])[CH2:3][C:4]([O:6][CH3:7])=[O:5].[BH4-].[Na+]. (9) The reactants are [H-].[Na+].[OH:3][C:4]1[CH:9]=[CH:8][C:7]([CH2:10][CH2:11][CH2:12][CH2:13][N:14]2[C:22](=[O:23])[C:21]3[C:16](=[CH:17][CH:18]=[CH:19][CH:20]=3)[C:15]2=[O:24])=[CH:6][CH:5]=1.[CH3:25][N:26]([CH3:30])[C:27](Cl)=[S:28]. The catalyst is CN(C=O)C. The product is [O:24]=[C:15]1[C:16]2[C:21](=[CH:20][CH:19]=[CH:18][CH:17]=2)[C:22](=[O:23])[N:14]1[CH2:13][CH2:12][CH2:11][CH2:10][C:7]1[CH:8]=[CH:9][C:4]([O:3][C:27](=[S:28])[N:26]([CH3:30])[CH3:25])=[CH:5][CH:6]=1. The yield is 0.590.